Dataset: Forward reaction prediction with 1.9M reactions from USPTO patents (1976-2016). Task: Predict the product of the given reaction. (1) Given the reactants [N:1]1([CH2:6][CH2:7][O:8][C:9]2[CH:14]=[CH:13][C:12]([NH2:15])=[CH:11][CH:10]=2)[CH:5]=[CH:4][N:3]=[CH:2]1.C(=O)(O)[O-].[Na+].[C:21](Cl)(Cl)=[S:22], predict the reaction product. The product is: [N:15]([C:12]1[CH:13]=[CH:14][C:9]([O:8][CH2:7][CH2:6][N:1]2[CH:5]=[CH:4][N:3]=[CH:2]2)=[CH:10][CH:11]=1)=[C:21]=[S:22]. (2) Given the reactants [CH2:1]([N:5]1[C:9]2[CH:10]=[CH:11][C:12]([C:14]([OH:16])=O)=[CH:13][C:8]=2[N:7]=[C:6]1[NH:17][C:18]1[S:19][C:20]2[CH:26]=[C:25]([O:27][C:28]([F:31])([F:30])[F:29])[CH:24]=[CH:23][C:21]=2[N:22]=1)[CH:2]([CH3:4])[CH3:3].CN.[CH3:34][N:35](C(ON1N=NC2C=CC=CC1=2)=[N+](C)C)C.F[P-](F)(F)(F)(F)F.CCN(C(C)C)C(C)C, predict the reaction product. The product is: [CH3:34][NH:35][C:14]([C:12]1[CH:11]=[CH:10][C:9]2[N:5]([CH2:1][CH:2]([CH3:3])[CH3:4])[C:6]([NH:17][C:18]3[S:19][C:20]4[CH:26]=[C:25]([O:27][C:28]([F:29])([F:31])[F:30])[CH:24]=[CH:23][C:21]=4[N:22]=3)=[N:7][C:8]=2[CH:13]=1)=[O:16]. (3) Given the reactants [CH3:1][N:2]1[C@@H:19]2[CH2:20][C:7]3[CH:8]=[CH:9][C:10]([O:22][CH3:23])=[C:11]4[O:12][C@H:13]5[C:14]([CH2:16][CH2:17][C@:18]2([OH:21])[C@:5]5([C:6]=34)[CH2:4][CH2:3]1)=[O:15].[ClH:24].CC(O)C, predict the reaction product. The product is: [CH3:1][N:2]1[C@@H:19]2[CH2:20][C:7]3[CH:8]=[CH:9][C:10]([O:22][CH3:23])=[C:11]4[O:12][C@H:13]5[C:14]([CH2:16][CH2:17][C@:18]2([OH:21])[C@:5]5([C:6]=34)[CH2:4][CH2:3]1)=[O:15].[ClH:24].